Task: Predict the reaction yield, written as a fraction of the theoretical maximum amount of product (1.0 means a 100% yield; for example, 0.34 means a 34% yield).. Dataset: Reaction yield outcomes from USPTO patents with 853,638 reactions The reactants are [C:1]1([OH:7])[CH:6]=[CH:5][CH:4]=[CH:3][CH:2]=1.C(=O)([O-])[O-].[K+].[K+].Br[CH:15]([CH3:21])[C:16]([O:18][CH2:19][CH3:20])=[O:17]. The catalyst is CC(C)=O. The product is [CH2:19]([O:18][C:16](=[O:17])[CH:15]([O:7][C:1]1[CH:6]=[CH:5][CH:4]=[CH:3][CH:2]=1)[CH3:21])[CH3:20]. The yield is 0.900.